From a dataset of Peptide-MHC class I binding affinity with 185,985 pairs from IEDB/IMGT. Regression. Given a peptide amino acid sequence and an MHC pseudo amino acid sequence, predict their binding affinity value. This is MHC class I binding data. (1) The peptide sequence is VPRLGDKTF. The MHC is HLA-B35:01 with pseudo-sequence HLA-B35:01. The binding affinity (normalized) is 0.677. (2) The peptide sequence is KQIVIINPM. The MHC is HLA-A24:03 with pseudo-sequence HLA-A24:03. The binding affinity (normalized) is 0.547.